From a dataset of Reaction yield outcomes from USPTO patents with 853,638 reactions. Predict the reaction yield, written as a fraction of the theoretical maximum amount of product (1.0 means a 100% yield; for example, 0.34 means a 34% yield). (1) The reactants are [Br:1][C:2]1[CH:9]=[CH:8][C:5]([C:6]#[N:7])=[CH:4][CH:3]=1.[N+:10]([O-])([OH:12])=[O:11]. The catalyst is OS(O)(=O)=O. The product is [Br:1][C:2]1[CH:9]=[CH:8][C:5]([C:6]#[N:7])=[CH:4][C:3]=1[N+:10]([O-:12])=[O:11]. The yield is 0.560. (2) The reactants are [F:1][C:2]1[CH:3]=[C:4]([C:33]2[C:34]([C:39]#[N:40])=[CH:35][CH:36]=[CH:37][CH:38]=2)[CH:5]=[CH:6][C:7]=1[CH2:8][C:9]1[C:10](=[O:32])[N:11]([C@H:21]2[CH2:26][CH2:25][C@H:24]([O:27][CH:28]([CH3:31])[CH2:29][OH:30])[CH2:23][CH2:22]2)[C:12]2[N:13]([N:18]=[CH:19][N:20]=2)[C:14]=1[CH2:15][CH2:16][CH3:17].[CH3:41]C(OI1(OC(C)=O)(OC(C)=O)OC(=O)C2C=CC=CC1=2)=O.C(=O)([O-])O.[Na+].S([O-])([O-])(=O)=S.[Na+].[Na+]. The catalyst is C(#N)C. The product is [F:1][C:2]1[CH:3]=[C:4]([C:33]2[C:34]([C:39]#[N:40])=[CH:35][CH:36]=[CH:37][CH:38]=2)[CH:5]=[CH:6][C:7]=1[CH2:8][C:9]1[C:10](=[O:32])[N:11]([C@H:21]2[CH2:26][CH2:25][C@H:24]([O:27][CH:28]([CH:29]3[CH2:41][O:30]3)[CH3:31])[CH2:23][CH2:22]2)[C:12]2[N:13]([N:18]=[CH:19][N:20]=2)[C:14]=1[CH2:15][CH2:16][CH3:17]. The yield is 0.180. (3) The reactants are [CH2:1]([C:3]1[CH:26]=[CH:25][CH:24]=[C:23]([CH3:27])[C:4]=1[CH2:5][NH:6][C:7]1[C:15]2[N:14]=[C:13]([CH3:16])[N:12]([CH3:17])[C:11]=2[CH:10]=[C:9]([C:18]([O:20]CC)=[O:19])[CH:8]=1)[CH3:2].[OH-].[Na+].[Cl-].[NH4+].Cl. The catalyst is O1CCOCC1. The product is [CH2:1]([C:3]1[CH:26]=[CH:25][CH:24]=[C:23]([CH3:27])[C:4]=1[CH2:5][NH:6][C:7]1[C:15]2[N:14]=[C:13]([CH3:16])[N:12]([CH3:17])[C:11]=2[CH:10]=[C:9]([C:18]([OH:20])=[O:19])[CH:8]=1)[CH3:2]. The yield is 0.810. (4) No catalyst specified. The reactants are Br[CH2:2][C:3]([C:5]1[C:6]([C:11]2[CH:16]=[CH:15][CH:14]=[CH:13][CH:12]=2)=[N:7][O:8][C:9]=1[CH3:10])=O.[NH2:17][C:18]1[CH:23]=[C:22]([C:24]([O:26][CH3:27])=[O:25])[CH:21]=[CH:20][N:19]=1. The yield is 0.580. The product is [CH3:27][O:26][C:24]([C:22]1[CH:21]=[CH:20][N:19]2[CH:2]=[C:3]([C:5]3[C:6]([C:11]4[CH:16]=[CH:15][CH:14]=[CH:13][CH:12]=4)=[N:7][O:8][C:9]=3[CH3:10])[N:17]=[C:18]2[CH:23]=1)=[O:25]. (5) The reactants are [CH2:1]([CH:3]=[CH:4][PH:5](=[O:7])[OH:6])[CH3:2].[CH2:8](O)[CH2:9][CH2:10][CH2:11][OH:12]. The catalyst is C1(C)C=CC=CC=1. The product is [CH2:1]([CH:3]=[CH:4][PH:5](=[O:6])[O:7][CH2:8][CH2:9][CH2:10][CH2:11][OH:12])[CH3:2]. The yield is 0.900.